Dataset: Full USPTO retrosynthesis dataset with 1.9M reactions from patents (1976-2016). Task: Predict the reactants needed to synthesize the given product. (1) Given the product [NH2:14][C:15]1[CH:25]=[CH:24][C:18]([C:19]([O:21][CH2:22][CH3:23])=[O:20])=[CH:17][C:16]=1[CH2:26][S:1][C:2]1[NH:6][C:5]2[CH:7]=[CH:8][C:9]([O:11][CH3:12])=[CH:10][C:4]=2[N:3]=1, predict the reactants needed to synthesize it. The reactants are: [SH:1][C:2]1[NH:3][C:4]2[CH:10]=[C:9]([O:11][CH3:12])[CH:8]=[CH:7][C:5]=2[N:6]=1.Cl.[NH2:14][C:15]1[CH:25]=[CH:24][C:18]([C:19]([O:21][CH2:22][CH3:23])=[O:20])=[CH:17][C:16]=1[CH2:26]Cl. (2) Given the product [Cl:1][C:2]1[N:3]=[C:4]([C:9]([NH:11][C@H:12]2[CH2:17][CH2:16][N:15]([C:18]3[S:19][C:20]([C:26]([O:28][CH2:29][CH3:30])=[O:27])=[C:21]([C:23](=[O:24])[NH:38][CH2:37][CH2:36][O:35][CH3:34])[N:22]=3)[CH2:14][C@H:13]2[O:31][CH2:32][CH3:33])=[O:10])[NH:5][C:6]=1[CH2:7][CH3:8], predict the reactants needed to synthesize it. The reactants are: [Cl:1][C:2]1[N:3]=[C:4]([C:9]([NH:11][C@H:12]2[CH2:17][CH2:16][N:15]([C:18]3[S:19][C:20]([C:26]([O:28][CH2:29][CH3:30])=[O:27])=[C:21]([C:23](O)=[O:24])[N:22]=3)[CH2:14][C@H:13]2[O:31][CH2:32][CH3:33])=[O:10])[NH:5][C:6]=1[CH2:7][CH3:8].[CH3:34][O:35][CH2:36][CH2:37][NH2:38].CCN=C=NCCCN(C)C.Cl.C1C=CC2N(O)N=NC=2C=1. (3) Given the product [Br:26][C:27]1[N:28]=[C:29]([C:48]2[O:25][N:24]=[C:2]([C:3]3[CH:23]=[CH:22][C:6]([CH2:7][N:8]([C:9]([O:10][C:11]([CH3:14])([CH3:13])[CH3:12])=[O:15])[CH:16]4[CH2:21][CH2:20][O:19][CH2:18][CH2:17]4)=[CH:5][CH:4]=3)[CH:49]=2)[C:30]([N:33]([C:41]([O:43][C:44]([CH3:47])([CH3:46])[CH3:45])=[O:42])[C:34](=[O:40])[O:35][C:36]([CH3:38])([CH3:39])[CH3:37])=[N:31][CH:32]=1, predict the reactants needed to synthesize it. The reactants are: Cl[C:2](=[N:24][OH:25])[C:3]1[CH:23]=[CH:22][C:6]([CH2:7][N:8]([CH:16]2[CH2:21][CH2:20][O:19][CH2:18][CH2:17]2)[C:9](=[O:15])[O:10][C:11]([CH3:14])([CH3:13])[CH3:12])=[CH:5][CH:4]=1.[Br:26][C:27]1[N:28]=[C:29]([C:48]#[CH:49])[C:30]([N:33]([C:41]([O:43][C:44]([CH3:47])([CH3:46])[CH3:45])=[O:42])[C:34](=[O:40])[O:35][C:36]([CH3:39])([CH3:38])[CH3:37])=[N:31][CH:32]=1.CCN(CC)CC.